This data is from Catalyst prediction with 721,799 reactions and 888 catalyst types from USPTO. The task is: Predict which catalyst facilitates the given reaction. Reactant: [N:1]1([C:6]2[N:11]=[C:10]([N:12]3[CH2:17][CH2:16][CH2:15][CH2:14][CH:13]3[CH2:18][CH2:19][OH:20])[CH:9]=[CH:8][N:7]=2)[CH:5]=[CH:4][N:3]=[CH:2]1.[H-].[Na+].[CH2:23](Cl)[C:24]1[CH:32]=[CH:31][C:30]2[O:29][CH2:28][O:27][C:26]=2[CH:25]=1.[Cl-].C([NH3+])(C)(C)C. Product: [O:29]1[C:30]2[CH:31]=[CH:32][C:24]([CH2:23][O:20][CH2:19][CH2:18][CH:13]3[CH2:14][CH2:15][CH2:16][CH2:17][N:12]3[C:10]3[CH:9]=[CH:8][N:7]=[C:6]([N:1]4[CH:5]=[CH:4][N:3]=[CH:2]4)[N:11]=3)=[CH:25][C:26]=2[O:27][CH2:28]1. The catalyst class is: 3.